This data is from CYP3A4 inhibition data for predicting drug metabolism from PubChem BioAssay. The task is: Regression/Classification. Given a drug SMILES string, predict its absorption, distribution, metabolism, or excretion properties. Task type varies by dataset: regression for continuous measurements (e.g., permeability, clearance, half-life) or binary classification for categorical outcomes (e.g., BBB penetration, CYP inhibition). Dataset: cyp3a4_veith. (1) The drug is COc1ccc(CCN(C)CCC(=O)Nc2c(C)cc(C)cc2C)cc1OC. The result is 1 (inhibitor). (2) The molecule is COc1ccc(NC(=O)c2cccs2)c([N+](=O)[O-])c1. The result is 1 (inhibitor). (3) The compound is CS(=O)(=O)Nc1ccc(Cc2noc(-c3ccc4[nH]cc(CCN)c4c3)n2)cc1. The result is 1 (inhibitor). (4) The drug is C[C@@H](C(=O)NCc1ccccc1)[C@@H]1C[C@@]1(C)[C@@H](NC(=O)OCc1ccccc1)c1ccccc1. The result is 1 (inhibitor).